Dataset: Reaction yield outcomes from USPTO patents with 853,638 reactions. Task: Predict the reaction yield, written as a fraction of the theoretical maximum amount of product (1.0 means a 100% yield; for example, 0.34 means a 34% yield). (1) The reactants are [C:1]1([C:7]2[CH2:11][CH:10]([CH2:12][CH2:13][CH2:14][CH:15]=O)[O:9][N:8]=2)[CH:6]=[CH:5][CH:4]=[CH:3][CH:2]=1.[C:17]1([CH3:29])[CH:22]=[CH:21][CH:20]=[CH:19][C:18]=1[N:23]1[CH2:28][CH2:27][NH:26][CH2:25][CH2:24]1.[BH-](OC(C)=O)(OC(C)=O)OC(C)=O.[Na+]. The catalyst is C(Cl)Cl. The product is [C:1]1([C:7]2[CH2:11][CH:10]([CH2:12][CH2:13][CH2:14][CH2:15][N:26]3[CH2:27][CH2:28][N:23]([C:18]4[CH:19]=[CH:20][CH:21]=[CH:22][C:17]=4[CH3:29])[CH2:24][CH2:25]3)[O:9][N:8]=2)[CH:6]=[CH:5][CH:4]=[CH:3][CH:2]=1. The yield is 0.673. (2) The reactants are [CH3:1][C:2]1([C:17]2[CH:18]=[C:19]([NH:23][S:24]([CH3:27])(=[O:26])=[O:25])[CH:20]=[CH:21][CH:22]=2)[CH:7]2[CH:3]1[CH2:4][N:5]([CH2:8][CH2:9][CH2:10][C:11]1[CH:16]=[CH:15][CH:14]=[CH:13][CH:12]=1)[CH2:6]2.[C:28]([OH:37])(=[O:36])[C@@H:29]([C@H:31]([C:33]([OH:35])=[O:34])[OH:32])[OH:30]. No catalyst specified. The product is [C:33]([C@@H:31]([C@H:29]([C:28]([OH:37])=[O:36])[OH:30])[OH:32])([OH:35])=[O:34].[CH3:1][C:2]1([C:17]2[CH:18]=[C:19]([NH:23][S:24]([CH3:27])(=[O:26])=[O:25])[CH:20]=[CH:21][CH:22]=2)[CH:7]2[CH:3]1[CH2:4][N:5]([CH2:8][CH2:9][CH2:10][C:11]1[CH:16]=[CH:15][CH:14]=[CH:13][CH:12]=1)[CH2:6]2. The yield is 0.500. (3) The reactants are [CH:1]1[S:2][CH:3]=[C:4]2[C:9]=1[CH:8]=[C:7]([C:10]([O:12]C)=[O:11])[N:6]=[CH:5]2.[OH-].[Na+]. The catalyst is CO.O. The product is [CH:1]1[S:2][CH:3]=[C:4]2[C:9]=1[CH:8]=[C:7]([C:10]([OH:12])=[O:11])[N:6]=[CH:5]2. The yield is 0.970. (4) The reactants are [N:1]([CH2:4][CH2:5][C:6]1[C:14]2[C:9](=[N:10][CH:11]=[C:12]([Cl:15])[CH:13]=2)[NH:8][C:7]=1[Si:16]([CH2:21][CH3:22])([CH2:19][CH3:20])[CH2:17][CH3:18])=[N+]=[N-].C1(P(C2C=CC=CC=2)C2C=CC=CC=2)C=CC=CC=1. The catalyst is CO. The product is [Cl:15][C:12]1[CH:13]=[C:14]2[C:6]([CH2:5][CH2:4][NH2:1])=[C:7]([Si:16]([CH2:19][CH3:20])([CH2:17][CH3:18])[CH2:21][CH3:22])[NH:8][C:9]2=[N:10][CH:11]=1. The yield is 0.620. (5) The reactants are [CH3:1][C:2]1([CH3:17])[C:6](=[O:7])[C:5]2[CH:8]=[C:9]([N+:14]([O-])=O)[C:10]([CH3:13])=[C:11]([CH3:12])[C:4]=2[O:3]1.C([O-])=O.[NH4+]. The catalyst is CO.[C].[Pd]. The product is [NH2:14][C:9]1[C:10]([CH3:13])=[C:11]([CH3:12])[C:4]2[O:3][C:2]([CH3:1])([CH3:17])[C:6](=[O:7])[C:5]=2[CH:8]=1. The yield is 0.920. (6) The reactants are [C:1]1([C:7]2[N:11]=[C:10]([N:12]3[CH2:17][CH2:16][NH:15][CH2:14][CH2:13]3)[S:9][N:8]=2)[CH:6]=[CH:5][CH:4]=[CH:3][CH:2]=1.C(N(CC)CC)C.[CH3:25][C:26]1[C:30]([N:31]=[C:32]=[O:33])=[C:29]([CH3:34])[O:28][N:27]=1. The catalyst is O1CCCC1. The product is [CH3:25][C:26]1[C:30]([NH:31][C:32]([N:15]2[CH2:16][CH2:17][N:12]([C:10]3[S:9][N:8]=[C:7]([C:1]4[CH:2]=[CH:3][CH:4]=[CH:5][CH:6]=4)[N:11]=3)[CH2:13][CH2:14]2)=[O:33])=[C:29]([CH3:34])[O:28][N:27]=1. The yield is 0.686. (7) The reactants are Cl[C:2]1[C:7]2[CH2:8][N:9]([CH2:12][C:13]3[CH:14]=[N:15][C:16]([O:20][CH2:21][CH:22]([F:24])[F:23])=[C:17]([CH3:19])[CH:18]=3)[C:10](=[O:11])[C:6]=2[CH:5]=[CH:4][N:3]=1.[CH:25]([O:27][C:28]1[CH:33]=[CH:32][CH:31]=[CH:30][CH:29]=1)=[O:26]. No catalyst specified. The product is [F:23][CH:22]([F:24])[CH2:21][O:20][C:16]1[N:15]=[CH:14][C:13]([CH2:12][N:9]2[C:10](=[O:11])[C:6]3[CH:5]=[CH:4][N:3]=[C:2]([C:25]([O:27][C:28]4[CH:33]=[CH:32][CH:31]=[CH:30][CH:29]=4)=[O:26])[C:7]=3[CH2:8]2)=[CH:18][C:17]=1[CH3:19]. The yield is 0.870. (8) The reactants are [NH2:1][CH:2]1[CH2:5][N:4]([C:6]2[CH:11]=[CH:10][N:9]=[C:8](NCCCC)[N:7]=2)[CH2:3]1.C(OC(=O)NC1CN(C2C=CN=C([NH:34][CH2:35][CH2:36][CH2:37][CH3:38])N=2)C1)(C)(C)C.Cl.CO. The catalyst is C(O)=O. The product is [NH2:1][CH:2]1[CH2:3][N:4]([C:6]2[CH:11]=[CH:10][N:9]=[C:8]([CH2:38][CH2:37][CH2:36][CH2:35][NH2:34])[N:7]=2)[CH2:5]1. The yield is 0.980. (9) The reactants are Br[C:2]1[N:7]=[C:6]2[S:8][C:9]([CH2:11][O:12][C:13]3[C:14]([F:23])=[C:15]([C:19]([F:22])=[CH:20][CH:21]=3)[C:16]([NH2:18])=[O:17])=[N:10][C:5]2=[CH:4][CH:3]=1.[CH2:24]([Sn](CCCC)(CCCC)CCCC)[CH:25]=[CH2:26].O. The catalyst is CN(C=O)C.[Pd].C1(P(C2C=CC=CC=2)C2C=CC=CC=2)C=CC=CC=1.C1(P(C2C=CC=CC=2)C2C=CC=CC=2)C=CC=CC=1.C1(P(C2C=CC=CC=2)C2C=CC=CC=2)C=CC=CC=1.C1(P(C2C=CC=CC=2)C2C=CC=CC=2)C=CC=CC=1. The product is [CH2:26]([C:2]1[N:7]=[C:6]2[S:8][C:9]([CH2:11][O:12][C:13]3[C:14]([F:23])=[C:15]([C:19]([F:22])=[CH:20][CH:21]=3)[C:16]([NH2:18])=[O:17])=[N:10][C:5]2=[CH:4][CH:3]=1)[CH:25]=[CH2:24]. The yield is 0.750.